Task: Predict the reactants needed to synthesize the given product.. Dataset: Full USPTO retrosynthesis dataset with 1.9M reactions from patents (1976-2016) (1) Given the product [CH3:34][O:33][C:22]1[CH:21]=[C:20]([NH:19][C:8]2[N:7]=[C:6]([C:4]([O:3][CH2:1][CH3:2])=[O:36])[CH:11]=[C:10]([CH2:12][O:13][CH2:14][C:15]([F:18])([F:17])[F:16])[N:9]=2)[CH:25]=[CH:24][C:23]=1[C:26]1[CH:31]=[C:30]([CH3:32])[N:29]=[N:28][CH:27]=1, predict the reactants needed to synthesize it. The reactants are: [CH2:1]([O:3][C:4]([C:6]1[CH:11]=[C:10]([CH2:12][O:13][CH2:14][C:15]([F:18])([F:17])[F:16])[N:9]=[C:8]([NH:19][C:20]2[CH:25]=[CH:24][C:23]([C:26]3[CH:31]=[C:30]([CH3:32])[N:29]=[N:28][CH:27]=3)=[C:22]([O:33][CH3:34])[CH:21]=2)[N:7]=1)=C)[CH3:2].I([O-])(=O)(=O)=[O:36].[Na+].[Mn]([O-])(=O)(=O)=O.[K+].[K]. (2) Given the product [Br:7][C:8]1[C:13]([CH3:14])=[CH:12][C:11]([N:15]2[C@@H:16]([CH2:21][NH:6][CH:3]([CH3:5])[CH3:4])[CH2:17][CH2:18][C:19]2=[O:20])=[CH:10][C:9]=1[CH3:27], predict the reactants needed to synthesize it. The reactants are: [I-].[Na+].[CH:3]([NH2:6])([CH3:5])[CH3:4].[Br:7][C:8]1[C:13]([CH3:14])=[CH:12][C:11]([N:15]2[C:19](=[O:20])[CH2:18][CH2:17][C@@H:16]2[CH2:21]OS(C)(=O)=O)=[CH:10][C:9]=1[CH3:27].